This data is from Full USPTO retrosynthesis dataset with 1.9M reactions from patents (1976-2016). The task is: Predict the reactants needed to synthesize the given product. (1) Given the product [N+:10]([C:13]1[C:22]2[C:17](=[CH:18][CH:19]=[CH:20][CH:21]=2)[CH:16]=[CH:15][C:14]=1[NH:23][C:24]1[CH:29]=[CH:28][C:27]([N:30]2[C:31]([CH2:32][CH2:33][C:34]3[CH:35]=[N:36][CH:37]=[CH:38][CH:39]=3)=[N:3][N:2]=[N:1]2)=[CH:26][CH:25]=1)([O-:12])=[O:11], predict the reactants needed to synthesize it. The reactants are: [N-:1]=[N+:2]=[N-:3].[Na+].[Si](Cl)(Cl)(Cl)Cl.[N+:10]([C:13]1[C:22]2[C:17](=[CH:18][CH:19]=[CH:20][CH:21]=2)[CH:16]=[CH:15][C:14]=1[NH:23][C:24]1[CH:29]=[CH:28][C:27]([NH:30][C:31](=O)[CH2:32][CH2:33][C:34]2[CH:35]=[N:36][CH:37]=[CH:38][CH:39]=2)=[CH:26][CH:25]=1)([O-:12])=[O:11].C(=O)([O-])O.[Na+]. (2) Given the product [C:16]([O:15][C:13]([N:10]1[CH2:11][CH2:12][CH:7]([CH2:6][N:32]2[C:25]3=[N:26][C:27]([CH3:31])=[CH:28][C:29]([CH3:30])=[C:24]3[N:23]=[C:22]2[CH2:20][CH3:21])[CH2:8][CH2:9]1)=[O:14])([CH3:19])([CH3:18])[CH3:17], predict the reactants needed to synthesize it. The reactants are: S(O[CH2:6][CH:7]1[CH2:12][CH2:11][N:10]([C:13]([O:15][C:16]([CH3:19])([CH3:18])[CH3:17])=[O:14])[CH2:9][CH2:8]1)(=O)(=O)C.[CH2:20]([C:22]1[NH:32][C:25]2=[N:26][C:27]([CH3:31])=[CH:28][C:29]([CH3:30])=[C:24]2[N:23]=1)[CH3:21].C(OC(N1CCC(CNC(OCCCl)=O)CC1)=O)(C)(C)C. (3) Given the product [N:35]1([CH:41]2[CH2:46][CH2:45][N:44]([C:15]([C:14]3[CH:13]=[C:12]([N:8]4[CH2:7][C:6]5[C:10](=[C:2]([Cl:1])[CH:3]=[CH:4][CH:5]=5)[C:9]4=[O:11])[CH:34]=[CH:33][CH:32]=3)=[O:16])[CH2:43][CH2:42]2)[CH2:40][CH2:39][CH2:38][CH2:37][CH2:36]1, predict the reactants needed to synthesize it. The reactants are: [Cl:1][C:2]1[CH:3]=[CH:4][CH:5]=[C:6]2[C:10]=1[C:9](=[O:11])[N:8]([C:12]1[CH:13]=[C:14]([CH:32]=[CH:33][CH:34]=1)[C:15](NCCC1CCN(C3C=CN=CC=3)CC1)=[O:16])[CH2:7]2.[N:35]1([CH:41]2[CH2:46][CH2:45][NH:44][CH2:43][CH2:42]2)[CH2:40][CH2:39][CH2:38][CH2:37][CH2:36]1.ClC1C=CC=C2C=1C(=O)N(C1C=C(C=CC=1)C(O)=O)C2.